This data is from Reaction yield outcomes from USPTO patents with 853,638 reactions. The task is: Predict the reaction yield, written as a fraction of the theoretical maximum amount of product (1.0 means a 100% yield; for example, 0.34 means a 34% yield). The reactants are Cl[C:2]1[N:3]=[C:4]([OH:18])[C:5]2[CH:11]=[CH:10][N:9]=[C:8]([C:12]3[N:13]=[CH:14][N:15]([CH3:17])[CH:16]=3)[C:6]=2[N:7]=1.[CH2:19]([OH:21])[CH3:20]. No catalyst specified. The product is [CH2:19]([O:21][C:2]1[N:3]=[C:4]([OH:18])[C:5]2[CH:11]=[CH:10][N:9]=[C:8]([C:12]3[N:13]=[CH:14][N:15]([CH3:17])[CH:16]=3)[C:6]=2[N:7]=1)[CH3:20]. The yield is 0.280.